From a dataset of Reaction yield outcomes from USPTO patents with 853,638 reactions. Predict the reaction yield, written as a fraction of the theoretical maximum amount of product (1.0 means a 100% yield; for example, 0.34 means a 34% yield). (1) The reactants are [NH2:1][C:2]1[CH:7]=[CH:6][C:5]([C:8]([C:10]2[CH:19]=[CH:18][CH:17]=[CH:16][C:11]=2[C:12]([O:14][CH3:15])=[O:13])=[O:9])=[CH:4][C:3]=1[N+:20]([O-])=O. The catalyst is [Pd]. The product is [NH2:20][C:3]1[CH:4]=[C:5]([C:8]([C:10]2[CH:19]=[CH:18][CH:17]=[CH:16][C:11]=2[C:12]([O:14][CH3:15])=[O:13])=[O:9])[CH:6]=[CH:7][C:2]=1[NH2:1]. The yield is 0.980. (2) The reactants are ClC1C(Cl)=CC=CC=1C1[CH2:14][CH2:13][N:12]([CH2:15][CH2:16][CH2:17][CH2:18][O:19][C:20]2[CH:21]=[CH:22][C:23]3SC=N[C:24]=3[CH:28]=2)[CH2:11][CH2:10]1.[Na+].[I-].Cl.[Cl:32][C:33]1[C:38]([Cl:39])=[CH:37][CH:36]=[CH:35][C:34]=1[N:40]1CCNCC1.[C:46]([O-:49])([O-])=O.[K+].[K+].[CH3:52][C:53]#[N:54]. No catalyst specified. The product is [Cl:32][C:33]1[C:38]([Cl:39])=[CH:37][CH:36]=[CH:35][C:34]=1[N:40]1[CH2:10][CH2:11][N:12]([CH2:15][CH2:16][CH2:17][CH2:18][O:19][C:20]2[CH:28]=[C:24]3[C:23]([CH2:52][CH2:53][NH:54][C:46]3=[O:49])=[CH:22][CH:21]=2)[CH2:13][CH2:14]1. The yield is 0.650.